This data is from Catalyst prediction with 721,799 reactions and 888 catalyst types from USPTO. The task is: Predict which catalyst facilitates the given reaction. (1) Reactant: FC(F)(F)C([NH:5][C:6]1[N:7]=[C:8]2[CH:13]=[CH:12][C:11]([CH:14]([OH:30])[C:15]3[N:19]4[N:20]=[C:21]([C:24]5[CH:25]=[N:26][N:27]([CH3:29])[CH:28]=5)[CH:22]=[CH:23][C:18]4=[N:17][CH:16]=3)=[CH:10][N:9]2[CH:31]=1)=O.C([O-])([O-])=O.[K+].[K+].O. Product: [NH2:5][C:6]1[N:7]=[C:8]2[CH:13]=[CH:12][C:11]([CH:14]([C:15]3[N:19]4[N:20]=[C:21]([C:24]5[CH:25]=[N:26][N:27]([CH3:29])[CH:28]=5)[CH:22]=[CH:23][C:18]4=[N:17][CH:16]=3)[OH:30])=[CH:10][N:9]2[CH:31]=1. The catalyst class is: 36. (2) Reactant: [NH2:1][C:2]1[CH:3]=[C:4]([C:9]([N:11]2[CH2:16][CH2:15][C@H:14]([C:17]3[CH:22]=[CH:21][C:20](Br)=[CH:19][CH:18]=3)[C@@H:13]([CH3:24])[CH2:12]2)=[O:10])[CH:5]=[CH:6][C:7]=1[CH3:8].C([O-])([O-])=O.[Na+].[Na+].[CH3:31][N:32]1[C:36](B2OC(C)(C)C(C)(C)O2)=[CH:35][CH:34]=[N:33]1.O. Product: [NH2:1][C:2]1[CH:3]=[C:4]([C:9]([N:11]2[CH2:16][CH2:15][C@H:14]([C:17]3[CH:22]=[CH:21][C:20]([C:36]4[N:32]([CH3:31])[N:33]=[CH:34][CH:35]=4)=[CH:19][CH:18]=3)[C@@H:13]([CH3:24])[CH2:12]2)=[O:10])[CH:5]=[CH:6][C:7]=1[CH3:8]. The catalyst class is: 184. (3) Reactant: [CH3:1][C:2]1[C:6]([CH:7]([OH:22])[C:8]2[O:9][C:10]3[CH:16]=[CH:15][C:14]([CH2:17][C:18]([O:20]C)=[O:19])=[CH:13][C:11]=3[CH:12]=2)=[C:5]([CH3:23])[O:4][N:3]=1.[Li+].[OH-].CC(O)=O. Product: [CH3:1][C:2]1[C:6]([CH:7]([OH:22])[C:8]2[O:9][C:10]3[CH:16]=[CH:15][C:14]([CH2:17][C:18]([OH:20])=[O:19])=[CH:13][C:11]=3[CH:12]=2)=[C:5]([CH3:23])[O:4][N:3]=1. The catalyst class is: 20. (4) Reactant: [CH3:1][O:2][CH2:3][CH2:4][O:5][CH2:6][CH2:7][OH:8].[CH3:9][S:10](Cl)(=[O:12])=[O:11]. Product: [CH3:9][S:10]([O:8][CH2:7][CH2:6][O:5][CH2:4][CH2:3][O:2][CH3:1])(=[O:12])=[O:11]. The catalyst class is: 2. (5) Reactant: Br[C:2]1[CH:27]=[CH:26][C:5]2[N:6]([CH2:9][CH:10]3[CH2:15][CH2:14][N:13]([C:16]([O:18][CH2:19][C:20]4[CH:25]=[CH:24][CH:23]=[CH:22][CH:21]=4)=[O:17])[CH2:12][CH2:11]3)[CH:7]=[N:8][C:4]=2[CH:3]=1.[O:28]1[CH2:33][CH2:32][CH2:31][CH2:30][CH:29]1[N:34]1[CH:38]=[C:37](B2OC(C)(C)C(C)(C)O2)[CH:36]=[N:35]1.C(=O)([O-])[O-].[K+].[K+].ClCCl. Product: [O:28]1[CH2:33][CH2:32][CH2:31][CH2:30][CH:29]1[N:34]1[CH:38]=[C:37]([C:2]2[CH:27]=[CH:26][C:5]3[N:6]([CH2:9][CH:10]4[CH2:15][CH2:14][N:13]([C:16]([O:18][CH2:19][C:20]5[CH:25]=[CH:24][CH:23]=[CH:22][CH:21]=5)=[O:17])[CH2:12][CH2:11]4)[CH:7]=[N:8][C:4]=3[CH:3]=2)[CH:36]=[N:35]1. The catalyst class is: 18.